Dataset: Full USPTO retrosynthesis dataset with 1.9M reactions from patents (1976-2016). Task: Predict the reactants needed to synthesize the given product. (1) Given the product [OH:83][C@H:84]([CH2:89][CH2:90][CH2:91][CH2:92][CH3:93])[CH2:85][C:86]([S:71][CH2:70][CH2:69][NH:68][C:66](=[O:67])[CH2:65][CH2:64][NH:63][C:61](=[O:62])[C@H:59]([OH:60])[C:56]([CH3:55])([CH3:57])[CH2:58][O:8][P:5]([OH:7])(=[O:6])[O:4][P:1]([OH:2])(=[O:3])[O:13][CH2:14][C@H:15]1[O:19][C@@H:18]([N:20]2[C:29]3[N:28]=[CH:27][N:26]=[C:24]([NH2:25])[C:23]=3[N:22]=[CH:21]2)[C@H:17]([OH:30])[C@@H:16]1[O:31][P:117]([OH:145])([OH:118])=[O:116])=[O:87], predict the reactants needed to synthesize it. The reactants are: [P:1]([O:13][CH2:14][C@H:15]1[O:19][C@@H:18]([N:20]2[C:29]3[N:28]=[CH:27][N:26]=[C:24]([NH2:25])[C:23]=3[N:22]=[CH:21]2)[C@H:17]([OH:30])[C@@H:16]1[OH:31])([O:4][P:5]([O:8]P(O)(O)=O)([OH:7])=[O:6])(=[O:3])[OH:2].[Mg+2].[Cl-].[Cl-].[C@@H]1(N2C3N=CN=C(N)C=3N=C2)O[C@H](COP(OP(O[CH2:55][C:56]([C@H:59]([C:61]([NH:63][CH2:64][CH2:65][C:66]([NH:68][CH2:69][CH2:70][SH:71])=[O:67])=[O:62])[OH:60])([CH3:58])[CH3:57])(O)=O)(O)=O)[C@@H](OP(O)(O)=O)[C@H]1O.[OH:83][C@H:84]([CH2:89][CH2:90][CH2:91][CH2:92][CH3:93])[CH2:85][C:86]([O-])=[O:87].S(=O)(=O)(O)O.O[C@H](CCC1C=CC=CC=1)CC(SCCNC(=O)CCNC(=O)[C@H](O)C(C)(C)C[O:116][P:117](O)(=[O:145])[O:118]P(O)(=O)OC[C@H]1O[C@@H](N2C3N=CN=C(N)C=3N=C2)[C@H](O)[C@@H]1OP(O)(O)=O)=O.O[C@H](CCC1C=CC(F)=CC=1)CC(SCCNC(=O)CCNC(=O)[C@H](O)C(C)(C)COP(O)(=O)OP(O)(=O)OC[C@H]1O[C@@H](N2C3N=CN=C(N)C=3N=C2)[C@H](O)[C@@H]1OP(O)(O)=O)=O.O[C@H](CCC[C@@H]1OC1)CC(SCCNC(=O)CCNC(=O)[C@H](O)C(C)(C)COP(O)(=O)OP(O)(=O)OC[C@H]1O[C@@H](N2C3N=CN=C(N)C=3N=C2)[C@H](O)[C@@H]1OP(O)(O)=O)=O.O[C@H](CCC[C@@H]1OC1)CC(O)=O.OC(CCCC=C)CC(O)=O.ClC1C=C(C=CC=1)C(O)=O. (2) Given the product [Cl:19][C:16]1[CH:15]=[CH:14][C:13]([C:12]([NH:11][CH2:10][CH2:9][NH:8][C:7]2[C:2]([Cl:1])=[CH:3][C:4](/[CH:21]=[CH:22]/[C:23](=[O:25])[NH:33][O:32][CH:27]3[CH2:28][CH2:29][CH2:30][CH2:31][O:26]3)=[CH:5][N:6]=2)=[O:20])=[CH:18][CH:17]=1, predict the reactants needed to synthesize it. The reactants are: [Cl:1][C:2]1[CH:3]=[C:4](/[CH:21]=[CH:22]/[C:23]([OH:25])=O)[CH:5]=[N:6][C:7]=1[NH:8][CH2:9][CH2:10][NH:11][C:12](=[O:20])[C:13]1[CH:18]=[CH:17][C:16]([Cl:19])=[CH:15][CH:14]=1.[O:26]1[CH2:31][CH2:30][CH2:29][CH2:28][CH:27]1[O:32][NH2:33].C1C=CC2N(O)N=NC=2C=1.CCOC(C)=O. (3) Given the product [Cl:22][C:19]1[CH:20]=[CH:21][C:16]([C:13]2([C:11]([NH:10][CH2:9][C:8]([C:5]3[CH:6]=[CH:7][C:2]([C:24]([OH:27])=[O:26])=[CH:3][CH:4]=3)=[O:23])=[O:12])[CH2:15][CH2:14]2)=[CH:17][CH:18]=1, predict the reactants needed to synthesize it. The reactants are: Br[C:2]1[CH:7]=[CH:6][C:5]([C:8](=[O:23])[CH2:9][NH:10][C:11]([C:13]2([C:16]3[CH:21]=[CH:20][C:19]([Cl:22])=[CH:18][CH:17]=3)[CH2:15][CH2:14]2)=[O:12])=[CH:4][CH:3]=1.[C:24]([O-:27])(=[O:26])C.[K+].C1(P(C2C=CC=CC=2)CCCP(C2C=CC=CC=2)C2C=CC=CC=2)C=CC=CC=1.[C]=O.